Task: Predict which catalyst facilitates the given reaction.. Dataset: Catalyst prediction with 721,799 reactions and 888 catalyst types from USPTO (1) The catalyst class is: 73. Product: [N:11]1[C:12]2[C:7](=[CH:6][CH:5]=[C:4]([C:19]3[S:23][C:22]([NH:24][C:25](=[O:31])[O:26][C:27]([CH3:29])([CH3:28])[CH3:30])=[N:21][CH:20]=3)[CH:13]=2)[CH:8]=[N:9][CH:10]=1. Reactant: [Li+].[Cl-].Br[C:4]1[CH:13]=[C:12]2[C:7]([CH:8]=[N:9][CH:10]=[N:11]2)=[CH:6][CH:5]=1.C([Sn](CCCC)(CCCC)[C:19]1[S:23][C:22]([NH:24][C:25](=[O:31])[O:26][C:27]([CH3:30])([CH3:29])[CH3:28])=[N:21][CH:20]=1)CCC.CN(C=O)C. (2) Reactant: [Cl:1][C:2]1[CH:7]=[C:6]([O:8][CH3:9])[C:5]([CH3:10])=[CH:4][C:3]=1[C:11]1[N:12]=[C:13]([C:17]2([C:20]3[CH:25]=[CH:24][CH:23]=[CH:22][C:21]=3[OH:26])[CH2:19][CH2:18]2)[S:14][C:15]=1[CH3:16].[H-].[Na+].Br[CH2:30][C:31]#[N:32]. Product: [Cl:1][C:2]1[CH:7]=[C:6]([O:8][CH3:9])[C:5]([CH3:10])=[CH:4][C:3]=1[C:11]1[N:12]=[C:13]([C:17]2([C:20]3[CH:25]=[CH:24][CH:23]=[CH:22][C:21]=3[O:26][CH2:30][C:31]#[N:32])[CH2:19][CH2:18]2)[S:14][C:15]=1[CH3:16]. The catalyst class is: 7. (3) Reactant: [CH3:1][O:2][C:3]([C:5]1[CH:13]=[C:12]2[C:8]([CH:9]=[N:10][N:11]2[CH:14]([CH3:16])[CH3:15])=[C:7](I)[CH:6]=1)=[O:4].[Br-].[CH3:19][C:20]1[CH:21]=[CH:22][C:23]([Zn+])=[N:24][CH:25]=1. Product: [CH3:1][O:2][C:3]([C:5]1[CH:13]=[C:12]2[C:8]([CH:9]=[N:10][N:11]2[CH:14]([CH3:16])[CH3:15])=[C:7]([C:23]2[CH:22]=[CH:21][C:20]([CH3:19])=[CH:25][N:24]=2)[CH:6]=1)=[O:4]. The catalyst class is: 176.